This data is from Catalyst prediction with 721,799 reactions and 888 catalyst types from USPTO. The task is: Predict which catalyst facilitates the given reaction. Reactant: FC(F)(F)[C:3]([OH:5])=O.[CH:8]1([C:11]2[CH:16]=[CH:15][C:14]([CH:17]3[N:21]([CH2:22][CH2:23][C:24]4[CH:29]=[CH:28][C:27]([O:30][CH3:31])=[CH:26][CH:25]=4)[C:20](=[O:32])[C:19]4([CH2:37][CH2:36][NH:35][CH2:34][CH2:33]4)[N:18]3[CH3:38])=[CH:13][CH:12]=2)[CH2:10][CH2:9]1.C([N:42]([CH:45]([CH3:47])C)[CH2:43]C)(C)C.ClC(OC(Cl)(Cl)Cl)=O.N1CCC1. Product: [CH:8]1([C:11]2[CH:16]=[CH:15][C:14]([CH:17]3[N:21]([CH2:22][CH2:23][C:24]4[CH:29]=[CH:28][C:27]([O:30][CH3:31])=[CH:26][CH:25]=4)[C:20](=[O:32])[C:19]4([CH2:33][CH2:34][N:35]([C:3]([N:42]5[CH2:43][CH2:47][CH2:45]5)=[O:5])[CH2:36][CH2:37]4)[N:18]3[CH3:38])=[CH:13][CH:12]=2)[CH2:10][CH2:9]1. The catalyst class is: 2.